This data is from Forward reaction prediction with 1.9M reactions from USPTO patents (1976-2016). The task is: Predict the product of the given reaction. (1) Given the reactants [F:1][C:2]1[CH:7]=[CH:6][C:5]([C@:8]2([CH2:32][CH2:33][CH2:34][OH:35])[O:13][C:12](=[O:14])[N:11]([C@H:15]([C:17]3[CH:22]=[CH:21][C:20](B4OC(C)(C)C(C)(C)O4)=[CH:19][CH:18]=3)[CH3:16])[CH2:10][CH2:9]2)=[CH:4][CH:3]=1.Cl[C:37]1[N:38]=[N:39][C:40]([CH3:43])=[CH:41][CH:42]=1, predict the reaction product. The product is: [F:1][C:2]1[CH:7]=[CH:6][C:5]([C@:8]2([CH2:32][CH2:33][CH2:34][OH:35])[O:13][C:12](=[O:14])[N:11]([C@H:15]([C:17]3[CH:22]=[CH:21][C:20]([C:37]4[N:38]=[N:39][C:40]([CH3:43])=[CH:41][CH:42]=4)=[CH:19][CH:18]=3)[CH3:16])[CH2:10][CH2:9]2)=[CH:4][CH:3]=1. (2) Given the reactants [Br:1][C:2]1[CH:9]=[CH:8][CH:7]=[CH:6][C:3]=1[CH2:4][OH:5].[H-].[Na+].[CH3:12][O:13][CH2:14]Cl, predict the reaction product. The product is: [Br:1][C:2]1[CH:9]=[CH:8][CH:7]=[CH:6][C:3]=1[CH2:4][O:5][CH2:12][O:13][CH3:14]. (3) Given the reactants [CH2:1]1[C:10]2[C:5](=[CH:6][CH:7]=[CH:8][CH:9]=2)[CH2:4][CH2:3][NH:2]1.[Li]CCCC.Cl[CH2:17][CH2:18][CH2:19][C:20]1([C:25]2[CH:30]=[CH:29][C:28]([F:31])=[CH:27][CH:26]=2)[O:24][CH2:23][CH2:22][O:21]1, predict the reaction product. The product is: [F:31][C:28]1[CH:27]=[CH:26][C:25]([C:20]2([CH2:19][CH2:18][CH2:17][N:2]3[CH2:3][CH2:4][C:5]4[C:10](=[CH:9][CH:8]=[CH:7][CH:6]=4)[CH2:1]3)[O:21][CH2:22][CH2:23][O:24]2)=[CH:30][CH:29]=1. (4) The product is: [CH3:24][C:10]1[C:11]([CH:22]=[O:23])=[C:12]([N:13]2[C:17]3=[N:18][CH:19]=[CH:20][CH:21]=[C:16]3[CH:15]=[CH:14]2)[NH:8][N:9]=1. Given the reactants C([N:8]1[C:12]([N:13]2[C:17]3=[N:18][CH:19]=[CH:20][CH:21]=[C:16]3[CH:15]=[CH:14]2)=[C:11]([CH:22]=[O:23])[C:10]([CH3:24])=[N:9]1)C1C=CC=CC=1.FC(F)(F)C(O)=O, predict the reaction product. (5) Given the reactants [N:1]1[C:10]2[C:5](=[C:6]([S:11]([NH:14][C:15](=[O:17])[CH3:16])(=[O:13])=[O:12])[CH:7]=[CH:8][CH:9]=2)[CH:4]=[CH:3][CH:2]=1, predict the reaction product. The product is: [NH:1]1[C:10]2[C:5](=[C:6]([S:11]([NH:14][C:15](=[O:17])[CH3:16])(=[O:12])=[O:13])[CH:7]=[CH:8][CH:9]=2)[CH2:4][CH2:3][CH2:2]1. (6) Given the reactants [S:1](=[O:11])(=[O:10])([O:3][CH2:4][CH2:5][CH:6]([CH3:9])[CH2:7][CH3:8])[NH2:2].C(OI(C1C=CC=CC=1)OC(=O)C)(=O)C, predict the reaction product. The product is: [CH2:7]([C:6]1([CH3:9])[CH2:5][CH2:4][O:3][S:1](=[O:10])(=[O:11])[NH:2]1)[CH3:8].